This data is from Full USPTO retrosynthesis dataset with 1.9M reactions from patents (1976-2016). The task is: Predict the reactants needed to synthesize the given product. (1) Given the product [F:18][C:19]([F:32])([F:33])[O:20][C:21]1[CH:22]=[C:23](/[CH:27]=[CH:28]/[C:29]([N:8]2[CH2:7][CH2:6][C@H:5]3[CH2:1][N:2]([C:11]([O:13][C:14]([CH3:17])([CH3:16])[CH3:15])=[O:12])[CH2:3][C@H:4]3[CH2:10][CH2:9]2)=[O:30])[CH:24]=[CH:25][CH:26]=1, predict the reactants needed to synthesize it. The reactants are: [CH2:1]1[C@H:5]2[CH2:6][CH2:7][NH:8][CH2:9][CH2:10][C@H:4]2[CH2:3][N:2]1[C:11]([O:13][C:14]([CH3:17])([CH3:16])[CH3:15])=[O:12].[F:18][C:19]([F:33])([F:32])[O:20][C:21]1[CH:22]=[C:23](/[CH:27]=[CH:28]/[C:29](O)=[O:30])[CH:24]=[CH:25][CH:26]=1.C(N(C(C)C)C(C)C)C.F[P-](F)(F)(F)(F)F.N1(OC(N(C)C)=[N+](C)C)C2N=CC=CC=2N=N1. (2) Given the product [CH:12]([C:9]1[CH:10]=[CH:11][C:2]([CH3:1])=[C:3]([CH:8]=1)[C:4]([O:6][CH3:7])=[O:5])=[O:18], predict the reactants needed to synthesize it. The reactants are: [CH3:1][C:2]1[CH:11]=[CH:10][C:9]([CH:12]=C)=[CH:8][C:3]=1[C:4]([O:6][CH3:7])=[O:5].C([OH:18])(C)(C)C.O.I([O-])(=O)(=O)=O.[Na+]. (3) The reactants are: Cl[C:2]1[C:7]([N+:8]([O-:10])=[O:9])=[CH:6][CH:5]=[CH:4][N:3]=1.C([O-])([O-])=O.[Na+].[Na+].[CH3:17][C:18]1([CH3:24])[CH2:23][CH2:22][NH:21][CH2:20][CH2:19]1. Given the product [CH3:17][C:18]1([CH3:24])[CH2:23][CH2:22][N:21]([C:2]2[C:7]([N+:8]([O-:10])=[O:9])=[CH:6][CH:5]=[CH:4][N:3]=2)[CH2:20][CH2:19]1, predict the reactants needed to synthesize it. (4) Given the product [Br:1][C:2]1[CH:9]=[CH:8][CH:7]=[C:6]2[C:3]=1[CH:4]=[N:13][N:12]2[CH3:11], predict the reactants needed to synthesize it. The reactants are: [Br:1][C:2]1[CH:9]=[CH:8][CH:7]=[C:6](F)[C:3]=1[CH:4]=O.[CH3:11][NH:12][NH2:13]. (5) The reactants are: [CH2:1]([O:8][C:9]1[C:10]([NH:36][C:37]2[CH:42]=[CH:41][CH:40]=[CH:39][C:38]=2[N+:43]([O-:45])=[O:44])=[CH:11][C:12]2[CH2:13][C@H:14]3[N:25]([C:26]([O:28][CH2:29][C:30]4[CH:35]=[CH:34][CH:33]=[CH:32][CH:31]=4)=[O:27])[CH2:24][CH2:23][C@@:20]4([C:21]=2[CH:22]=1)[C@H:15]3[CH2:16][CH2:17][CH2:18][CH2:19]4)[C:2]1[CH:7]=[CH:6][CH:5]=[CH:4][CH:3]=1.[Br-:46].[Br-].[Br-].[NH+]1C=CC=CC=1.[NH+]1C=CC=CC=1.[NH+]1C=CC=CC=1. Given the product [CH2:1]([O:8][C:9]1[C:10]([NH:36][C:37]2[CH:42]=[CH:41][CH:40]=[CH:39][C:38]=2[N+:43]([O-:45])=[O:44])=[C:11]([Br:46])[C:12]2[CH2:13][C@H:14]3[N:25]([C:26]([O:28][CH2:29][C:30]4[CH:35]=[CH:34][CH:33]=[CH:32][CH:31]=4)=[O:27])[CH2:24][CH2:23][C@@:20]4([C:21]=2[CH:22]=1)[C@H:15]3[CH2:16][CH2:17][CH2:18][CH2:19]4)[C:2]1[CH:7]=[CH:6][CH:5]=[CH:4][CH:3]=1, predict the reactants needed to synthesize it.